From a dataset of Forward reaction prediction with 1.9M reactions from USPTO patents (1976-2016). Predict the product of the given reaction. (1) Given the reactants C[Mg]Cl.Br[C:5]1[CH:16]=[CH:15][C:8]([C:9](N(OC)C)=[O:10])=[CH:7][C:6]=1[F:17].[CH2:18]([Li])CCC.C([O:26][B:27](OC(C)C)[O:28]C(C)C)(C)C.Cl, predict the reaction product. The product is: [C:9]([C:8]1[CH:15]=[CH:16][C:5]([B:27]([OH:28])[OH:26])=[C:6]([F:17])[CH:7]=1)(=[O:10])[CH3:18]. (2) The product is: [C:39]([P:43]([C:45]([CH3:48])([CH3:47])[CH3:46])[C:2]1[C:7]([O:8][CH3:9])=[CH:6][CH:5]=[CH:4][C:3]=1[C:10]1[C:15]([CH3:16])=[CH:14][C:13]([CH3:17])=[C:12]([C:18]2[CH:23]=[CH:22][CH:21]=[CH:20][CH:19]=2)[C:11]=1[CH3:24])([CH3:42])([CH3:41])[CH3:40]. Given the reactants Br[C:2]1[C:7]([O:8][CH3:9])=[CH:6][CH:5]=[CH:4][C:3]=1[C:10]1[C:15]([CH3:16])=[CH:14][C:13]([CH3:17])=[C:12]([C:18]2[CH:23]=[CH:22][CH:21]=[CH:20][CH:19]=2)[C:11]=1[CH3:24].C(OCCCC)CCC.[Li]C(C)(C)C.[C:39]([P:43]([C:45]([CH3:48])([CH3:47])[CH3:46])Cl)([CH3:42])([CH3:41])[CH3:40].[NH4+].[OH-], predict the reaction product.